From a dataset of Full USPTO retrosynthesis dataset with 1.9M reactions from patents (1976-2016). Predict the reactants needed to synthesize the given product. The reactants are: I[C:2]1[CH:11]=[CH:10][C:5]([C:6]([O:8][CH3:9])=[O:7])=[CH:4][CH:3]=1.C([Mg]Cl)(C)C.[CH:17](=[O:21])[CH2:18][CH2:19][CH3:20].C(O)(=O)CC(CC(O)=O)(C(O)=O)O. Given the product [OH:21][CH:17]([C:2]1[CH:11]=[CH:10][C:5]([C:6]([O:8][CH3:9])=[O:7])=[CH:4][CH:3]=1)[CH2:18][CH2:19][CH3:20], predict the reactants needed to synthesize it.